This data is from Full USPTO retrosynthesis dataset with 1.9M reactions from patents (1976-2016). The task is: Predict the reactants needed to synthesize the given product. (1) The reactants are: [H-].[Na+].C(O)CCC.[C:8]([CH:16]1[NH:21][CH2:20][C:19]2[S:22][CH:23]=[N:24][C:18]=2[CH:17]1[CH3:25])(=[O:15])C1C=CC=CC=1.C(OC([O:28][C:29]([CH3:32])([CH3:31])[CH3:30])=O)([O:28][C:29]([CH3:32])([CH3:31])[CH3:30])=O. Given the product [C:29]([O:28][C:8]([CH:16]1[NH:21][CH2:20][C:19]2[S:22][CH:23]=[N:24][C:18]=2[CH:17]1[CH3:25])=[O:15])([CH3:32])([CH3:31])[CH3:30], predict the reactants needed to synthesize it. (2) Given the product [CH3:1][O:2][C:3]([C:4]1[CH:8]=[C:9]([C:10]2[CH:15]=[CH:14][CH:13]=[CH:12][C:11]=2[O:16][C:17]([F:20])([F:19])[F:18])[N:29]([CH2:23][C@@H:24]2[CH2:25][CH2:26][CH2:27][O:28]2)[C:5]=1[CH3:6])=[O:22], predict the reactants needed to synthesize it. The reactants are: [CH3:1][O:2][C:3](=[O:22])[CH:4]([CH2:8][C:9](=O)[C:10]1[CH:15]=[CH:14][CH:13]=[CH:12][C:11]=1[O:16][C:17]([F:20])([F:19])[F:18])[C:5](=O)[CH3:6].[CH2:23]([NH2:29])[C@H:24]1[O:28][CH2:27][CH2:26][CH2:25]1.C1(C)C=CC(S(O)(=O)=O)=CC=1. (3) Given the product [NH2:80][C:59]1[N:58]=[C:57]([NH:56][CH2:52][CH2:53][CH2:54][CH3:55])[N:65]=[C:64]2[C:60]=1[NH:61][C:62](=[O:78])[N:63]2[CH2:66][CH2:67][CH2:68][CH:69]([N:38]1[CH2:44][CH2:43][CH2:42][CH2:41][CH2:40][CH2:39]1)[CH3:70], predict the reactants needed to synthesize it. The reactants are: FC(F)(F)C(O)=O.C(NC1NC2C(N=C(OC)N=2)=C(N)N=1)CCC.C(=O)([O-])[O-].[K+].[K+].BrCCCCCCl.[NH:38]1[CH2:44][CH2:43][CH2:42][CH2:41][CH2:40][CH2:39]1.C(N(CC)CC)C.[CH2:52]([NH:56][C:57]1[N:65]=[C:64]2[C:60]([N:61]=[C:62]([O:78]C)[N:63]2[CH2:66][CH2:67][CH2:68][CH2:69][CH2:70]N2CCCCCC2)=[C:59]([NH2:80])[N:58]=1)[CH2:53][CH2:54][CH3:55]. (4) Given the product [C:32]([C:31]1[CH:30]=[C:29]([NH:28][C:25]([CH:21]2[CH2:22][C:23]3[CH:24]=[C:15]([O:14][C:12]4[CH:11]=[CH:10][N:9]=[C:8]([C:6]([O:5][C:1]([CH3:2])([CH3:3])[CH3:4])=[O:7])[CH:13]=4)[CH:16]=[CH:17][C:18]=3[CH2:19][CH2:20]2)=[O:26])[CH:36]=[C:35]([C:37]([F:38])([F:39])[F:40])[CH:34]=1)#[N:33], predict the reactants needed to synthesize it. The reactants are: [C:1]([O:5][C:6]([C:8]1[CH:13]=[C:12]([O:14][C:15]2[CH:24]=[C:23]3[C:18]([CH2:19][CH2:20][CH:21]([C:25](O)=[O:26])[CH2:22]3)=[CH:17][CH:16]=2)[CH:11]=[CH:10][N:9]=1)=[O:7])([CH3:4])([CH3:3])[CH3:2].[NH2:28][C:29]1[CH:30]=[C:31]([CH:34]=[C:35]([C:37]([F:40])([F:39])[F:38])[CH:36]=1)[C:32]#[N:33].CCN=C=NCCCN(C)C. (5) Given the product [Cl:1][C:2]1[CH:7]=[CH:6][CH:5]=[CH:4][C:3]=1[C:8]1[C:13]([Cl:14])=[CH:12][C:11]([O:44][CH3:39])=[C:10]([C:17]([N:19]2[CH2:20][CH2:21][N:22]([C:25](=[O:27])[CH:32]=[CH2:33])[CH2:23][CH2:24]2)=[O:18])[CH:9]=1, predict the reactants needed to synthesize it. The reactants are: [Cl:1][C:2]1[CH:7]=[CH:6][CH:5]=[CH:4][C:3]=1[C:8]1[C:13]([Cl:14])=[CH:12][C:11](OC)=[C:10]([C:17]([N:19]2[CH2:24][CH2:23][N:22]([C:25]([O:27]C(C)(C)C)=O)[CH2:21][CH2:20]2)=[O:18])[CH:9]=1.[CH2:32](N(CC)CC)[CH3:33].[C:39](Cl)(=O)C=C.[OH2:44]. (6) Given the product [ClH:13].[ClH:53].[NH2:18][C:19]1[N:20]=[C:21]([NH:34][CH:35]2[CH2:40][CH2:39][N:38]([S:14]([C:10]3[CH:11]=[CH:12][C:7]([CH:3]4[CH2:4][CH2:5][CH2:6][N:2]4[CH3:1])=[CH:8][CH:9]=3)(=[O:17])=[O:15])[CH2:37][CH2:36]2)[S:22][C:23]=1[C:24]([C:26]1[C:31]([F:32])=[CH:30][CH:29]=[CH:28][C:27]=1[F:33])=[O:25], predict the reactants needed to synthesize it. The reactants are: [CH3:1][N:2]1[CH2:6][CH2:5][CH2:4][CH:3]1[C:7]1[CH:12]=[CH:11][CH:10]=[CH:9][CH:8]=1.[Cl:13][S:14]([OH:17])(=O)=[O:15].[NH2:18][C:19]1[N:20]=[C:21]([NH:34][CH:35]2[CH2:40][CH2:39][NH:38][CH2:37][CH2:36]2)[S:22][C:23]=1[C:24]([C:26]1[C:31]([F:32])=[CH:30][CH:29]=[CH:28][C:27]=1[F:33])=[O:25].C1(N)C(F)=C(F)C(F)=C(N)C=1F.[ClH:53].Cl. (7) Given the product [CH2:23]([O:30][C:31]([N:33]1[CH2:37][CH2:36][CH2:35][CH:34]1[C:38]1[CH:43]=[CH:42][C:41]([C:9]2[CH:21]=[CH:20][CH:19]=[C:11]([CH2:12][NH:13][C:14]([CH:16]3[CH2:17][CH2:18]3)=[O:15])[CH:10]=2)=[CH:40][CH:39]=1)=[O:32])[C:24]1[CH:25]=[CH:26][CH:27]=[CH:28][CH:29]=1, predict the reactants needed to synthesize it. The reactants are: CC1(C)C(C)(C)OB([C:9]2[CH:10]=[C:11]([CH:19]=[CH:20][CH:21]=2)[CH2:12][NH:13][C:14]([CH:16]2[CH2:18][CH2:17]2)=[O:15])O1.[CH2:23]([O:30][C:31]([N:33]1[CH2:37][CH2:36][CH2:35][CH:34]1[C:38]1[CH:43]=[CH:42][C:41](Br)=[CH:40][CH:39]=1)=[O:32])[C:24]1[CH:29]=[CH:28][CH:27]=[CH:26][CH:25]=1.CN(C=O)C. (8) Given the product [Cl:7][C:5]1[N:6]=[C:2]([CH:16]([C:14]#[N:15])[C:17]([O:19][C:20]([CH3:23])([CH3:22])[CH3:21])=[O:18])[S:3][CH:4]=1, predict the reactants needed to synthesize it. The reactants are: Cl[C:2]1[S:3][CH:4]=[C:5]([Cl:7])[N:6]=1.C([O-])([O-])=O.[K+].[K+].[C:14]([CH2:16][C:17]([O:19][C:20]([CH3:23])([CH3:22])[CH3:21])=[O:18])#[N:15].Cl.